This data is from Reaction yield outcomes from USPTO patents with 853,638 reactions. The task is: Predict the reaction yield, written as a fraction of the theoretical maximum amount of product (1.0 means a 100% yield; for example, 0.34 means a 34% yield). The reactants are Br[C:2]1[CH:3]=[CH:4][C:5]([CH:8]=[O:9])=[N:6][CH:7]=1.[Si:10]([C:14]#[CH:15])([CH3:13])([CH3:12])[CH3:11].C(N(CC)CC)C.C(OCC)(=O)C. The catalyst is C1COCC1.[Cu](I)I.Cl[Pd](Cl)([P](C1C=CC=CC=1)(C1C=CC=CC=1)C1C=CC=CC=1)[P](C1C=CC=CC=1)(C1C=CC=CC=1)C1C=CC=CC=1.C1(P(C2C=CC=CC=2)C2C=CC=CC=2)C=CC=CC=1. The product is [CH3:11][Si:10]([C:14]#[C:15][C:2]1[CH:3]=[CH:4][C:5]([CH:8]=[O:9])=[N:6][CH:7]=1)([CH3:13])[CH3:12]. The yield is 0.950.